Dataset: Ames mutagenicity test results for genotoxicity prediction. Task: Regression/Classification. Given a drug SMILES string, predict its toxicity properties. Task type varies by dataset: regression for continuous values (e.g., LD50, hERG inhibition percentage) or binary classification for toxic/non-toxic outcomes (e.g., AMES mutagenicity, cardiotoxicity, hepatotoxicity). Dataset: ames. The molecule is Nc1[nH]cnc2ncnc1-2. The result is 1 (mutagenic).